From a dataset of Catalyst prediction with 721,799 reactions and 888 catalyst types from USPTO. Predict which catalyst facilitates the given reaction. (1) Reactant: C([N:8]1[CH2:13][CH2:12][C@H:11]2[CH2:14][N:15]([C:17]([O:19][C:20]([CH3:23])([CH3:22])[CH3:21])=[O:18])[CH2:16][C@H:10]2[CH2:9]1)C1C=CC=CC=1. Product: [CH2:14]1[C@H:11]2[C@H:10]([CH2:9][NH:8][CH2:13][CH2:12]2)[CH2:16][N:15]1[C:17]([O:19][C:20]([CH3:23])([CH3:22])[CH3:21])=[O:18]. The catalyst class is: 19. (2) Reactant: [CH2:1]([O:8][C:9]1[C:17]2[C:16](=[O:18])[NH:15][N:14]=[CH:13][C:12]=2[N:11]2[CH:19]([CH3:25])[CH2:20][N:21]([CH3:24])[C:22](=[O:23])[C:10]=12)[C:2]1[CH:7]=[CH:6][CH:5]=[CH:4][CH:3]=1.[F:26][C:27]1[CH:34]=[CH:33][C:30]([CH2:31]Br)=[CH:29][CH:28]=1.C(=O)([O-])[O-].[Cs+].[Cs+]. Product: [CH2:1]([O:8][C:9]1[C:17]2[C:16](=[O:18])[N:15]([CH2:31][C:30]3[CH:33]=[CH:34][C:27]([F:26])=[CH:28][CH:29]=3)[N:14]=[CH:13][C:12]=2[N:11]2[CH:19]([CH3:25])[CH2:20][N:21]([CH3:24])[C:22](=[O:23])[C:10]=12)[C:2]1[CH:7]=[CH:6][CH:5]=[CH:4][CH:3]=1. The catalyst class is: 3. (3) Reactant: [Br:1][C:2]1[C:7]([F:8])=[CH:6][C:5]([OH:9])=[C:4]([F:10])[CH:3]=1.[Si:11](Cl)([C:14]([CH3:17])([CH3:16])[CH3:15])([CH3:13])[CH3:12].N1C=CN=C1.O. Product: [Br:1][C:2]1[C:7]([F:8])=[CH:6][C:5]([O:9][Si:11]([C:14]([CH3:17])([CH3:16])[CH3:15])([CH3:13])[CH3:12])=[C:4]([F:10])[CH:3]=1. The catalyst class is: 9. (4) Reactant: [CH3:1][C:2]1[C:6]([CH2:7][CH2:8][CH2:9][OH:10])=[CH:5][N:4]([C:11]2[CH:16]=[CH:15][C:14]([C:17]([F:20])([F:19])[F:18])=[CH:13][N:12]=2)[N:3]=1.O[C:22]1[CH:27]=[CH:26][C:25]([CH2:28][CH2:29][C:30]([O:32]CC)=[O:31])=[CH:24][C:23]=1[O:35][CH3:36].C(P(CCCC)CCCC)CCC.N(C(N1CCCCC1)=O)=NC(N1CCCCC1)=O. Product: [CH3:36][O:35][C:23]1[CH:24]=[C:25]([CH2:28][CH2:29][C:30]([OH:32])=[O:31])[CH:26]=[CH:27][C:22]=1[O:10][CH2:9][CH2:8][CH2:7][C:6]1[C:2]([CH3:1])=[N:3][N:4]([C:11]2[CH:16]=[CH:15][C:14]([C:17]([F:19])([F:20])[F:18])=[CH:13][N:12]=2)[CH:5]=1. The catalyst class is: 7. (5) Reactant: [Cl:1][C:2]1[CH:7]=[CH:6][C:5]([OH:8])=[CH:4][N:3]=1.C(=O)([O-])[O-].[K+].[K+].[CH3:15][O:16][C:17]1[CH:24]=[CH:23][C:20]([CH2:21]Cl)=[CH:19][CH:18]=1.C(OCC)(=O)C. Product: [Cl:1][C:2]1[CH:7]=[CH:6][C:5]([O:8][CH2:21][C:20]2[CH:23]=[CH:24][C:17]([O:16][CH3:15])=[CH:18][CH:19]=2)=[CH:4][N:3]=1. The catalyst class is: 35. (6) Product: [CH2:1]([O:3][C:4]([C:6]1[NH:7][C:8]([CH3:11])=[C:9]([C:21](=[O:22])[CH2:20][C:17]2[CH:18]=[CH:19][C:14]([O:13][CH3:12])=[CH:15][CH:16]=2)[CH:10]=1)=[O:5])[CH3:2]. The catalyst class is: 26. Reactant: [CH2:1]([O:3][C:4]([C:6]1[NH:7][C:8]([CH3:11])=[CH:9][CH:10]=1)=[O:5])[CH3:2].[CH3:12][O:13][C:14]1[CH:19]=[CH:18][C:17]([CH2:20][C:21](Cl)=[O:22])=[CH:16][CH:15]=1. (7) Reactant: [N-]1C=CN=C1.[Cl:6][C:7]1[CH:23]=[C:22]([F:24])[C:21]([F:25])=[CH:20][C:8]=1[C:9]([NH:11][C:12]1[NH:16][N:15]=[C:14]([C:17]([OH:19])=O)[CH:13]=1)=[O:10].[N:26]1[CH:31]=[CH:30][CH:29]=[C:28]([CH2:32][NH2:33])[CH:27]=1.O.C(=O)([O-])O.[Na+]. Product: [N:26]1[CH:31]=[CH:30][CH:29]=[C:28]([CH2:32][NH:33][C:17]([C:14]2[CH:13]=[C:12]([NH:11][C:9](=[O:10])[C:8]3[CH:20]=[C:21]([F:25])[C:22]([F:24])=[CH:23][C:7]=3[Cl:6])[NH:16][N:15]=2)=[O:19])[CH:27]=1. The catalyst class is: 9.